This data is from Full USPTO retrosynthesis dataset with 1.9M reactions from patents (1976-2016). The task is: Predict the reactants needed to synthesize the given product. (1) Given the product [Cl:1][C:2]1[CH:3]=[C:4]([S:9]([N:12]2[CH:18]=[CH:17][NH:16][C:14](=[O:15])[C@H:13]2[CH2:23][C:24]#[CH:25])(=[O:11])=[O:10])[CH:5]=[CH:6][C:7]=1[Cl:8], predict the reactants needed to synthesize it. The reactants are: [Cl:1][C:2]1[CH:3]=[C:4]([S:9]([NH:12][C@H:13]([CH2:23][C:24]#[CH:25])[C:14]([NH:16][CH2:17][CH:18](OC)OC)=[O:15])(=[O:11])=[O:10])[CH:5]=[CH:6][C:7]=1[Cl:8].CC1C=CC(S(O)(=O)=O)=CC=1.O. (2) Given the product [Cl:1][C:2]1[CH:27]=[C:26]([Cl:28])[CH:25]=[CH:24][C:3]=1[CH2:4][O:5][C:6]1[CH:11]=[C:10]([O:12][CH2:13][CH2:14][O:15][CH3:16])[CH:9]=[CH:8][C:7]=1[CH2:17][CH2:18][CH2:19][OH:20], predict the reactants needed to synthesize it. The reactants are: [Cl:1][C:2]1[CH:27]=[C:26]([Cl:28])[CH:25]=[CH:24][C:3]=1[CH2:4][O:5][C:6]1[CH:11]=[C:10]([O:12][CH2:13][CH2:14][O:15][CH3:16])[CH:9]=[CH:8][C:7]=1[CH2:17][CH2:18][C:19](OCC)=[O:20].[H-].[Al+3].[Li+].[H-].[H-].[H-].O.O.O.O.O.O.O.O.O.O.S([O-])([O-])(=O)=O.[Na+].[Na+]. (3) Given the product [C:1]([O:5][C:6](=[O:7])[NH:8][CH2:9][C@H:10]1[CH2:11][CH2:12][C@H:13]([CH2:16][OH:17])[CH2:14][CH2:15]1)([CH3:4])([CH3:2])[CH3:3], predict the reactants needed to synthesize it. The reactants are: [C:1]([O:5][C:6]([NH:8][CH2:9][C@H:10]1[CH2:15][CH2:14][C@H:13]([C:16](O)=[O:17])[CH2:12][CH2:11]1)=[O:7])([CH3:4])([CH3:3])[CH3:2].C(N(CC)CC)C.COC(Cl)=O.Cl. (4) Given the product [CH3:9][O:10][C:11](=[O:24])[C@H:12]([CH2:14][C:15]1[CH:20]=[CH:19][C:18]([N+:21]([O-:23])=[O:22])=[CH:17][CH:16]=1)[NH:13][CH2:28][C:27]([O:26][CH3:25])=[O:30], predict the reactants needed to synthesize it. The reactants are: C(N(CC)CC)C.Cl.[CH3:9][O:10][C:11](=[O:24])[C@H:12]([CH2:14][C:15]1[CH:20]=[CH:19][C:18]([N+:21]([O-:23])=[O:22])=[CH:17][CH:16]=1)[NH2:13].[CH3:25][O:26][C:27](=[O:30])[CH2:28]Br. (5) Given the product [CH3:37][O:36][N:35]([CH3:34])[C:3]([CH:5]1[CH2:9][CH2:8][CH2:7][CH:6]1[C:10]1[CH:15]=[C:14]([O:16][CH2:17][O:18][CH3:19])[CH:13]=[C:12]([C:20]([CH3:28])([CH3:27])[O:21][SiH2:22][C:23]([CH3:25])([CH3:26])[CH3:24])[C:11]=1[O:29][CH2:30][O:31][CH3:32])=[O:4], predict the reactants needed to synthesize it. The reactants are: CO[C:3]([CH:5]1[CH2:9][CH2:8][CH2:7][CH:6]1[C:10]1[CH:15]=[C:14]([O:16][CH2:17][O:18][CH3:19])[CH:13]=[C:12]([C:20]([CH3:28])([CH3:27])[O:21][SiH2:22][C:23]([CH3:26])([CH3:25])[CH3:24])[C:11]=1[O:29][CH2:30][O:31][CH3:32])=[O:4].Cl.[CH3:34][NH:35][O:36][CH3:37].C([Mg]Cl)(C)C. (6) Given the product [Br:1][C:2]1[CH:9]=[CH:8][C:5]([CH:6]=[O:7])=[CH:4][C:3]=1[F:10], predict the reactants needed to synthesize it. The reactants are: [Br:1][C:2]1[CH:9]=[CH:8][C:5]([CH2:6][OH:7])=[CH:4][C:3]=1[F:10].CC1(C)N([O])C(C)(C)CCC1.[F-].C([N+](CCCC)(CCCC)CCCC)CCC.ClN1C(=O)CCC1=O. (7) Given the product [S:1]1[C:5]([C:6](=[O:8])/[CH:7]=[CH:15]/[N:16]([CH3:18])[CH3:17])=[CH:4][C:3]2[CH:9]=[CH:10][CH:11]=[CH:12][C:2]1=2, predict the reactants needed to synthesize it. The reactants are: [S:1]1[C:5]([C:6](=[O:8])[CH3:7])=[CH:4][C:3]2[CH:9]=[CH:10][CH:11]=[CH:12][C:2]1=2.CO[CH:15](OC)[N:16]([CH3:18])[CH3:17]. (8) Given the product [F:1][C:2]1[CH:8]=[C:7]([I:9])[CH:6]=[CH:5][C:3]=1[NH:4][C:34]1[CH:35]=[N:36][CH:28]=[CH:29][C:30]=1[C:31]([OH:33])=[O:32], predict the reactants needed to synthesize it. The reactants are: [F:1][C:2]1[CH:8]=[C:7]([I:9])[CH:6]=[CH:5][C:3]=1[NH2:4].C(=O)=O.CC(O)C.C[Si]([N-][Si](C)(C)C)(C)C.[Li+].F[C:28]1[CH:29]=[C:30]([CH:34]=[CH:35][N:36]=1)[C:31]([OH:33])=[O:32]. (9) Given the product [Br:1][C:2]1[CH:3]=[C:4]2[C:9](=[CH:10][CH:11]=1)[N:8]([CH2:12][CH2:13][NH:25][CH:22]([CH3:24])[CH3:23])[CH2:7][CH2:6][CH2:5]2, predict the reactants needed to synthesize it. The reactants are: [Br:1][C:2]1[CH:3]=[C:4]2[C:9](=[CH:10][CH:11]=1)[N:8]([C:12](=O)[CH2:13]Cl)[CH2:7][CH2:6][CH2:5]2.C(=O)([O-])[O-].[K+].[K+].[CH:22]([NH2:25])([CH3:24])[CH3:23]. (10) Given the product [C:28]([O:1][CH2:2][C@H:3]([NH:17][C:18]([O:19][C:35]([CH3:34])([CH3:36])[CH3:21])=[O:20])[C:4]1[CH:5]=[CH:6][C:7]([O:10][CH2:11][CH:12]([CH3:16])[CH2:13][CH2:14][CH3:15])=[CH:8][CH:9]=1)(=[O:30])[CH3:29], predict the reactants needed to synthesize it. The reactants are: [OH:1][CH2:2][C@H:3]([NH:17][C:18](=[O:20])[O-:19])[C:4]1[CH:9]=[CH:8][C:7]([O:10][CH2:11][CH:12]([CH3:16])[CH2:13][CH2:14][CH3:15])=[CH:6][CH:5]=1.[CH2:21](N(CC)CC)C.[C:28](Cl)(=[O:30])[CH3:29].O1[CH2:36][CH2:35][CH2:34]C1.